Predict the reaction yield, written as a fraction of the theoretical maximum amount of product (1.0 means a 100% yield; for example, 0.34 means a 34% yield). From a dataset of Reaction yield outcomes from USPTO patents with 853,638 reactions. (1) The reactants are [Cl:1][C:2]1[C:7]([C:8](=O)[CH3:9])=[C:6](Cl)[N:5]=[CH:4][N:3]=1.C(N(CC)CC)C.O.[NH2:20][NH2:21]. The catalyst is O1CCOCC1. The product is [Cl:1][C:2]1[N:3]=[CH:4][N:5]=[C:6]2[NH:20][N:21]=[C:8]([CH3:9])[C:7]=12. The yield is 0.890. (2) The reactants are [CH3:1][C:2]1([OH:6])[CH2:5][CH2:4][CH2:3]1.[C:7](OC(=O)C)(=[O:9])[CH3:8]. The catalyst is C(Cl)Cl.CN(C1C=CN=CC=1)C. The product is [C:7]([O:6][C:2]1([CH3:1])[CH2:5][CH2:4][CH2:3]1)(=[O:9])[CH3:8]. The yield is 0.870. (3) The reactants are [NH2:1][C:2]1[CH:13]=[CH:12][C:5]([O:6][CH:7]([CH3:11])[C:8]([OH:10])=[O:9])=[CH:4][CH:3]=1.Cl.[CH3:15]O. No catalyst specified. The product is [CH3:15][O:9][C:8](=[O:10])[CH:7]([O:6][C:5]1[CH:4]=[CH:3][C:2]([NH2:1])=[CH:13][CH:12]=1)[CH3:11]. The yield is 0.372. (4) The reactants are [N:1]([CH2:4][CH2:5][C:6]([S:9]([C:12]1[CH:17]=[CH:16][CH:15]=[C:14]([C:18]([F:21])([F:20])[F:19])[CH:13]=1)(=[O:11])=[O:10])([CH3:8])[CH3:7])=[N+]=[N-]. The catalyst is CCO.[OH-].[OH-].[Pd+2]. The product is [CH3:8][C:6]([S:9]([C:12]1[CH:17]=[CH:16][CH:15]=[C:14]([C:18]([F:20])([F:21])[F:19])[CH:13]=1)(=[O:11])=[O:10])([CH3:7])[CH2:5][CH2:4][NH2:1]. The yield is 0.900. (5) The reactants are [CH2:1]([O:8][CH2:9][CH2:10][C:11]1[N:12]=[C:13]([C:17]2[CH:22]=[CH:21][C:20](Br)=[CH:19][CH:18]=2)[O:14][C:15]=1[CH3:16])[C:2]1[CH:7]=[CH:6][CH:5]=[CH:4][CH:3]=1.C(P(C(C)(C)C)C1C=CC=CC=1C1C=CC=CC=1)(C)(C)C.[CH3:45][NH:46][C:47]1[CH:52]=[CH:51][CH:50]=[CH:49][CH:48]=1.CC(C)([O-])C.[Na+]. The catalyst is C1(C)C=CC=CC=1.CC([O-])=O.CC([O-])=O.[Pd+2]. The product is [CH2:1]([O:8][CH2:9][CH2:10][C:11]1[N:12]=[C:13]([C:17]2[CH:22]=[CH:21][C:20]([N:46]([CH3:45])[C:47]3[CH:52]=[CH:51][CH:50]=[CH:49][CH:48]=3)=[CH:19][CH:18]=2)[O:14][C:15]=1[CH3:16])[C:2]1[CH:7]=[CH:6][CH:5]=[CH:4][CH:3]=1. The yield is 0.910. (6) The reactants are [C:1]([C:3]1[C:4]([C:9]2[CH:14]=[CH:13][CH:12]=[CH:11][CH:10]=2)=[N:5][O:6][C:7]=1[CH3:8])#[CH:2].[Cl:15][C:16]1[C:17](I)=[N:18][CH:19]=[CH:20][CH:21]=1. No catalyst specified. The product is [Cl:15][C:16]1[C:17]([C:2]#[C:1][C:3]2[C:4]([C:9]3[CH:14]=[CH:13][CH:12]=[CH:11][CH:10]=3)=[N:5][O:6][C:7]=2[CH3:8])=[N:18][CH:19]=[CH:20][CH:21]=1. The yield is 0.780. (7) The reactants are [H-].[Na+].[OH:3][C:4]1[CH:9]=[CH:8][C:7]([C:10]2[CH:11]=[C:12]([C:18]#[N:19])[C:13](=[O:17])[NH:14][C:15]=2[CH3:16])=[CH:6][CH:5]=1.Br[CH2:21][C:22]([O:24][CH2:25][CH3:26])=[O:23]. The catalyst is CN(C)C=O. The product is [CH2:25]([O:24][C:22](=[O:23])[CH2:21][O:3][C:4]1[CH:5]=[CH:6][C:7]([C:10]2[CH:11]=[C:12]([C:18]#[N:19])[C:13](=[O:17])[NH:14][C:15]=2[CH3:16])=[CH:8][CH:9]=1)[CH3:26]. The yield is 0.290.